Dataset: Forward reaction prediction with 1.9M reactions from USPTO patents (1976-2016). Task: Predict the product of the given reaction. (1) Given the reactants [Cl:1][C:2]1[CH:7]=[CH:6][C:5]([C:8]2[CH:13]=[CH:12][N:11]([C:14]3[CH:15]=[CH:16][C:17]4[C:18]5[CH2:27][N:26](C(OC(C)(C)C)=O)[CH2:25][CH2:24][C:19]=5[N:20]([CH3:23])[C:21]=4[CH:22]=3)[C:10](=[O:35])[CH:9]=2)=[CH:4][CH:3]=1.[ClH:36], predict the reaction product. The product is: [ClH:1].[ClH:36].[Cl:1][C:2]1[CH:7]=[CH:6][C:5]([C:8]2[CH:13]=[CH:12][N:11]([C:14]3[CH:15]=[CH:16][C:17]4[C:18]5[CH2:27][NH:26][CH2:25][CH2:24][C:19]=5[N:20]([CH3:23])[C:21]=4[CH:22]=3)[C:10](=[O:35])[CH:9]=2)=[CH:4][CH:3]=1. (2) Given the reactants [CH2:1]([O:3][C:4]([C:6]1[CH:7]=[N:8][N:9]([C:12]2[C:13]([Cl:20])=[N:14][CH:15]=[C:16]([CH:18]=[CH2:19])[CH:17]=2)[C:10]=1[CH3:11])=[O:5])[CH3:2].C(O)C, predict the reaction product. The product is: [CH2:1]([O:3][C:4]([C:6]1[CH:7]=[N:8][N:9]([C:12]2[C:13]([Cl:20])=[N:14][CH:15]=[C:16]([CH2:18][CH3:19])[CH:17]=2)[C:10]=1[CH3:11])=[O:5])[CH3:2]. (3) Given the reactants [OH:1][C:2]1[CH:11]=[C:10]2[C:5]([CH2:6][CH2:7][CH:8]([C:12]([O:14][CH2:15][CH3:16])=[O:13])[O:9]2)=[CH:4][CH:3]=1.N1C=CC=CC=1.[F:23][C:24]([F:37])([F:36])[S:25](O[S:25]([C:24]([F:37])([F:36])[F:23])(=[O:27])=[O:26])(=[O:27])=[O:26].Cl, predict the reaction product. The product is: [F:23][C:24]([F:37])([F:36])[S:25]([O:1][C:2]1[CH:11]=[C:10]2[C:5]([CH2:6][CH2:7][CH:8]([C:12]([O:14][CH2:15][CH3:16])=[O:13])[O:9]2)=[CH:4][CH:3]=1)(=[O:27])=[O:26]. (4) The product is: [Cl:3][C:4]1[CH:5]=[CH:6][C:7]([C:10](=[O:21])[CH2:11][N:12]2[CH:16]=[CH:15][CH:14]=[C:13]2[C:17]([OH:19])=[O:18])=[CH:8][CH:9]=1. Given the reactants [OH-].[Li+].[Cl:3][C:4]1[CH:9]=[CH:8][C:7]([C:10](=[O:21])[CH2:11][N:12]2[CH:16]=[CH:15][CH:14]=[C:13]2[C:17]([O:19]C)=[O:18])=[CH:6][CH:5]=1.Cl, predict the reaction product.